This data is from Peptide-MHC class II binding affinity with 134,281 pairs from IEDB. The task is: Regression. Given a peptide amino acid sequence and an MHC pseudo amino acid sequence, predict their binding affinity value. This is MHC class II binding data. (1) The peptide sequence is RQANFLGKIWPSSKGR. The MHC is DRB1_0701 with pseudo-sequence DRB1_0701. The binding affinity (normalized) is 0. (2) The peptide sequence is KWHKHYLVCNYGPSG. The MHC is HLA-DQA10501-DQB10301 with pseudo-sequence HLA-DQA10501-DQB10301. The binding affinity (normalized) is 0.340. (3) The peptide sequence is DAFIAALTEALRVIA. The MHC is HLA-DQA10401-DQB10402 with pseudo-sequence HLA-DQA10401-DQB10402. The binding affinity (normalized) is 0.497. (4) The peptide sequence is RTEQKDFDGRSEFAY. The MHC is DRB1_0701 with pseudo-sequence DRB1_0701. The binding affinity (normalized) is 0.0280. (5) The peptide sequence is IGRIAETILGYNPSA. The MHC is HLA-DPA10103-DPB10401 with pseudo-sequence HLA-DPA10103-DPB10401. The binding affinity (normalized) is 0.202.